This data is from Retrosynthesis with 50K atom-mapped reactions and 10 reaction types from USPTO. The task is: Predict the reactants needed to synthesize the given product. Given the product COc1ccc2c(c1)N(CC(=O)O)C(=O)C(N)CC2, predict the reactants needed to synthesize it. The reactants are: COc1ccc2c(c1)N(CC(=O)O)C(=O)C(N=[N+]=[N-])CC2.